This data is from Peptide-MHC class I binding affinity with 185,985 pairs from IEDB/IMGT. The task is: Regression. Given a peptide amino acid sequence and an MHC pseudo amino acid sequence, predict their binding affinity value. This is MHC class I binding data. (1) The peptide sequence is SLIIPNVTL. The MHC is HLA-A30:02 with pseudo-sequence HLA-A30:02. The binding affinity (normalized) is 0.213. (2) The peptide sequence is KLLQICMWF. The MHC is HLA-B15:01 with pseudo-sequence HLA-B15:01. The binding affinity (normalized) is 0.102. (3) The peptide sequence is KYYNDILKL. The MHC is HLA-A30:01 with pseudo-sequence HLA-A30:01. The binding affinity (normalized) is 0.0847. (4) The peptide sequence is SYLNETHFS. The MHC is HLA-B15:01 with pseudo-sequence HLA-B15:01. The binding affinity (normalized) is 0.0862. (5) The peptide sequence is FADINGKLY. The MHC is HLA-A23:01 with pseudo-sequence HLA-A23:01. The binding affinity (normalized) is 0.